From a dataset of Catalyst prediction with 721,799 reactions and 888 catalyst types from USPTO. Predict which catalyst facilitates the given reaction. (1) Reactant: [ClH:1].Cl.[NH2:3][CH:4]1[CH2:13][C:12]2[C:7](=[CH:8][CH:9]=[N:10][CH:11]=2)[NH:6][C:5]1=[O:14].[H-].[Na+].Br[CH2:18][C:19]([O:21][CH3:22])=[O:20]. Product: [ClH:1].[ClH:1].[CH3:22][O:21][C:19](=[O:20])[CH2:18][N:6]1[C:7]2[C:12](=[CH:11][N:10]=[CH:9][CH:8]=2)[CH2:13][CH:4]([NH2:3])[C:5]1=[O:14]. The catalyst class is: 3. (2) Reactant: C[O:2][C:3](=[O:30])[CH2:4][CH:5]([N:9]1[C:13]2[CH:14]=[CH:15][CH:16]=[CH:17][C:12]=2[N:11]([CH2:18][C:19]2[C:20]3[C:27]([CH3:28])=[CH:26][CH:25]=[CH:24][C:21]=3[S:22][CH:23]=2)[C:10]1=[O:29])[CH2:6][CH2:7][OH:8].CC1C2C(CN3C4C=CC=CC=4N(C4CCOC(=O)C4)C3=O)=CSC=2C=CC=1.[OH-].[Na+].Cl. Product: [OH:8][CH2:7][CH2:6][CH:5]([N:9]1[C:13]2[CH:14]=[CH:15][CH:16]=[CH:17][C:12]=2[N:11]([CH2:18][C:19]2[C:20]3[C:27]([CH3:28])=[CH:26][CH:25]=[CH:24][C:21]=3[S:22][CH:23]=2)[C:10]1=[O:29])[CH2:4][C:3]([OH:30])=[O:2]. The catalyst class is: 12. (3) Reactant: Cl.[N:2]1[CH:7]=[CH:6][CH:5]=[CH:4][C:3]=1[C:8]([NH2:10])=[NH:9].CC(C)([O-])C.[K+].[Cl:17][CH2:18][C:19](=O)[CH2:20][C:21](OC)=[O:22]. Product: [Cl:17][CH2:18][C:19]1[N:10]=[C:8]([C:3]2[CH:4]=[CH:5][CH:6]=[CH:7][N:2]=2)[N:9]=[C:21]([OH:22])[CH:20]=1. The catalyst class is: 8. (4) Reactant: [CH2:1]([O:8][C:9]1[C:14]([C:15](OCC)=[O:16])=[CH:13][N:12]=[C:11]([S:20][CH3:21])[N:10]=1)[C:2]1[CH:7]=[CH:6][CH:5]=[CH:4][CH:3]=1.[H-].[Al+3].[Li+].[H-].[H-].[H-].C(=O)([O-])O.[Na+].C(OCC)(=O)C. Product: [CH2:1]([O:8][C:9]1[C:14]([CH2:15][OH:16])=[CH:13][N:12]=[C:11]([S:20][CH3:21])[N:10]=1)[C:2]1[CH:3]=[CH:4][CH:5]=[CH:6][CH:7]=1. The catalyst class is: 7. (5) Reactant: [C:1]([C:3]1[C:4]2[N:44](COCC[Si](C)(C)C)[CH:43]=[N:42][C:5]=2[C:6]([CH2:33][C:34]2[C:39]([Cl:40])=[CH:38][CH:37]=[CH:36][C:35]=2[Cl:41])=[N:7][C:8]=1[NH:9][C:10]1[CH:15]=[C:14]([F:16])[C:13]([N:17]2[CH2:22][CH2:21][N:20](C(OC(C)(C)C)=O)[CH2:19][CH2:18]2)=[C:12]([F:30])[C:11]=1[O:31][CH3:32])#[N:2].C(=O)(O)[O-:54].[Na+]. Product: [Cl:40][C:39]1[CH:38]=[CH:37][CH:36]=[C:35]([Cl:41])[C:34]=1[CH2:33][C:6]1[C:5]2[N:42]=[CH:43][NH:44][C:4]=2[C:3]([C:1]([NH2:2])=[O:54])=[C:8]([NH:9][C:10]2[CH:15]=[C:14]([F:16])[C:13]([N:17]3[CH2:22][CH2:21][NH:20][CH2:19][CH2:18]3)=[C:12]([F:30])[C:11]=2[O:31][CH3:32])[N:7]=1. The catalyst class is: 445.